This data is from Peptide-MHC class I binding affinity with 185,985 pairs from IEDB/IMGT. The task is: Regression. Given a peptide amino acid sequence and an MHC pseudo amino acid sequence, predict their binding affinity value. This is MHC class I binding data. (1) The peptide sequence is RVDKLTQGR. The MHC is HLA-B44:02 with pseudo-sequence HLA-B44:02. The binding affinity (normalized) is 0.0847. (2) The peptide sequence is RQGLERALL. The MHC is HLA-B44:03 with pseudo-sequence HLA-B44:03. The binding affinity (normalized) is 0.00802. (3) The peptide sequence is VSTPPLVRLVF. The MHC is Mamu-A01 with pseudo-sequence Mamu-A01. The binding affinity (normalized) is 0.729. (4) The peptide sequence is SSEADCFTY. The binding affinity (normalized) is 0.0847. The MHC is HLA-B40:01 with pseudo-sequence HLA-B40:01.